This data is from Forward reaction prediction with 1.9M reactions from USPTO patents (1976-2016). The task is: Predict the product of the given reaction. Given the reactants I[C:2]1[CH:7]=[CH:6][CH:5]=[CH:4][C:3]=1[CH2:8][C:9]#[N:10].[F:11][C:12]1[C:17]([F:18])=[CH:16][CH:15]=[CH:14][C:13]=1B(O)O.C([O-])([O-])=O.[Cs+].[Cs+], predict the reaction product. The product is: [F:11][C:12]1[C:17]([F:18])=[CH:16][CH:15]=[CH:14][C:13]=1[C:2]1[CH:7]=[CH:6][CH:5]=[CH:4][C:3]=1[CH2:8][C:9]#[N:10].